This data is from Forward reaction prediction with 1.9M reactions from USPTO patents (1976-2016). The task is: Predict the product of the given reaction. Given the reactants [ClH:1].[C:2]1([C:8]2[C:17]([CH3:18])=[CH:16][C:15]3[C:10](=[C:11]([CH:19]([OH:26])[CH2:20][N:21]([CH2:24][CH3:25])[CH2:22][CH3:23])[CH:12]=[CH:13][CH:14]=3)[N:9]=2)[CH:7]=[CH:6][CH:5]=[CH:4][CH:3]=1, predict the reaction product. The product is: [ClH:1].[C:2]1([C:8]2[C:17]([CH3:18])=[CH:16][C:15]3[C:10](=[C:11]([CH:19]([OH:26])[CH2:20][N:21]([CH2:24][CH3:25])[CH2:22][CH3:23])[CH:12]=[CH:13][CH:14]=3)[N:9]=2)[CH:3]=[CH:4][CH:5]=[CH:6][CH:7]=1.